Dataset: Catalyst prediction with 721,799 reactions and 888 catalyst types from USPTO. Task: Predict which catalyst facilitates the given reaction. (1) Reactant: [NH2:1][S:2]([N:5]1[CH2:10][CH2:9][N:8]([C:11]([O:13][C:14]([CH3:17])([CH3:16])[CH3:15])=[O:12])[CH2:7][C@H:6]1[CH3:18])(=[O:4])=[O:3].C1(P(C2CCCCC2)C2C=CC=CC=2C2C(C(C)C)=CC(C(C)C)=CC=2C(C)C)CCCCC1.C(=O)([O-])[O-].[Cs+].[Cs+].Cl[C:60]1[CH:65]=[C:64]([O:66][CH3:67])[N:63]=[C:62]([S:68][CH2:69][C:70]2[CH:75]=[CH:74][CH:73]=[C:72]([F:76])[C:71]=2[F:77])[N:61]=1. Product: [F:77][C:71]1[C:72]([F:76])=[CH:73][CH:74]=[CH:75][C:70]=1[CH2:69][S:68][C:62]1[N:61]=[C:60]([NH:1][S:2]([N:5]2[CH2:10][CH2:9][N:8]([C:11]([O:13][C:14]([CH3:17])([CH3:16])[CH3:15])=[O:12])[CH2:7][C@H:6]2[CH3:18])(=[O:3])=[O:4])[CH:65]=[C:64]([O:66][CH3:67])[N:63]=1. The catalyst class is: 62. (2) Reactant: [N+:1]([C:4]1[CH:5]=[C:6]([CH:11]=[CH:12][C:13]=1[N:14]1[CH2:19][CH2:18][CH2:17][CH2:16][CH2:15]1)[C:7]([O:9][CH3:10])=[O:8])([O-])=O. Product: [NH2:1][C:4]1[CH:5]=[C:6]([CH:11]=[CH:12][C:13]=1[N:14]1[CH2:19][CH2:18][CH2:17][CH2:16][CH2:15]1)[C:7]([O:9][CH3:10])=[O:8]. The catalyst class is: 129.